This data is from Forward reaction prediction with 1.9M reactions from USPTO patents (1976-2016). The task is: Predict the product of the given reaction. (1) Given the reactants Cl[C:2]1[C:7]([N+:8]([O-:10])=[O:9])=[CH:6][CH:5]=[C:4]([O:11][CH3:12])[N:3]=1.[NH3:13], predict the reaction product. The product is: [CH3:12][O:11][C:4]1[N:3]=[C:2]([NH2:13])[C:7]([N+:8]([O-:10])=[O:9])=[CH:6][CH:5]=1. (2) Given the reactants Br[C:2]1[CH:3]=[C:4]([N:22]([CH2:29][CH3:30])[CH:23]2[CH2:28][CH2:27][O:26][CH2:25][CH2:24]2)[C:5]([CH3:21])=[C:6]([CH:20]=1)[C:7]([NH:9][CH2:10][C:11]1[C:12](=[O:19])[NH:13][C:14]([CH3:18])=[CH:15][C:16]=1[CH3:17])=[O:8].[F:31][C:32]1[CH:33]=[C:34](B(O)O)[CH:35]=[CH:36][C:37]=1[CH:38]=[O:39].C([O-])([O-])=O.[Na+].[Na+], predict the reaction product. The product is: [CH3:17][C:16]1[CH:15]=[C:14]([CH3:18])[NH:13][C:12](=[O:19])[C:11]=1[CH2:10][NH:9][C:7]([C:6]1[CH:20]=[C:2]([C:34]2[CH:35]=[CH:36][C:37]([CH:38]=[O:39])=[C:32]([F:31])[CH:33]=2)[CH:3]=[C:4]([N:22]([CH2:29][CH3:30])[CH:23]2[CH2:28][CH2:27][O:26][CH2:25][CH2:24]2)[C:5]=1[CH3:21])=[O:8]. (3) Given the reactants [S:1]1[CH:5]=[CH:4][CH:3]=[C:2]1[CH:6]=[O:7].C(=O)([O-])[O-].[K+].[K+].[F:14][C:15]([Si](C)(C)C)([F:17])[F:16], predict the reaction product. The product is: [F:14][C:15]([F:17])([F:16])[CH:6]([C:2]1[S:1][CH:5]=[CH:4][CH:3]=1)[OH:7]. (4) Given the reactants [CH3:1][O:2][C:3]1[C:4](=[O:26])[C:5]([CH3:25])=[C:6]([CH2:12][C:13]2[CH:18]=[CH:17][C:16]([CH2:19][CH2:20][CH2:21][C:22]([OH:24])=O)=[CH:15][CH:14]=2)[C:7](=[O:11])[C:8]=1[O:9][CH3:10].[CH:27]([NH2:30])([CH3:29])[CH3:28], predict the reaction product. The product is: [CH3:1][O:2][C:3]1[C:4](=[O:26])[C:5]([CH3:25])=[C:6]([CH2:12][C:13]2[CH:18]=[CH:17][C:16]([CH2:19][CH2:20][CH2:21][C:22]([NH:30][CH:27]([CH3:29])[CH3:28])=[O:24])=[CH:15][CH:14]=2)[C:7](=[O:11])[C:8]=1[O:9][CH3:10]. (5) Given the reactants [Cl:1][C:2]1[C:3]([C:10]([OH:12])=[O:11])=[N:4][CH:5]=[C:6]([C:8]#[N:9])[CH:7]=1.[NH2:13][OH:14], predict the reaction product. The product is: [Cl:1][C:2]1[C:3]([C:10]([OH:12])=[O:11])=[N:4][CH:5]=[C:6]([C:8](=[N:13][OH:14])[NH2:9])[CH:7]=1.